The task is: Predict which catalyst facilitates the given reaction.. This data is from Catalyst prediction with 721,799 reactions and 888 catalyst types from USPTO. (1) Reactant: [CH:1](NC(C)C)(C)C.C([Li])CCC.[Br:13][C:14]1[CH:15]=[N:16][CH:17]=[C:18]([F:20])[CH:19]=1.CI. Product: [Br:13][C:14]1[CH:15]=[N:16][CH:17]=[C:18]([F:20])[C:19]=1[CH3:1]. The catalyst class is: 7. (2) Reactant: [CH2:1]([O:3][C:4](=[O:30])[CH:5]([NH:19]C(OCC1C=CC=CC=1)=O)[CH2:6][CH2:7][C:8](=[O:18])[NH:9][CH:10]([C:13]([O:15][CH2:16][CH3:17])=[O:14])[CH2:11][OH:12])[CH3:2]. Product: [CH2:1]([O:3][C:4](=[O:30])[CH:5]([NH2:19])[CH2:6][CH2:7][C:8](=[O:18])[NH:9][CH:10]([C:13]([O:15][CH2:16][CH3:17])=[O:14])[CH2:11][OH:12])[CH3:2]. The catalyst class is: 29. (3) Reactant: CCN=C=NCCCN(C)C.C1C=NC2N(O)N=NC=2C=1.C(N(CC)CC)C.[C:29]([C:32]1[CH:33]=[C:34]([NH:38][CH:39]([C:43]2[CH:48]=[CH:47][C:46]([CH2:49][CH2:50][OH:51])=[C:45]([CH2:52][CH3:53])[CH:44]=2)[C:40](O)=[O:41])[CH:35]=[CH:36][CH:37]=1)(=[O:31])[NH2:30].[CH:54]([S:57][C:58]1[CH:64]=[CH:63][C:61]([NH2:62])=[CH:60][C:59]=1[CH2:65][NH:66][CH3:67])([CH3:56])[CH3:55]. Product: [NH2:62][C:61]1[CH:63]=[CH:64][C:58]([S:57][CH:54]([CH3:56])[CH3:55])=[C:59]([CH:60]=1)[CH2:65][N:66]([CH3:67])[C:40](=[O:41])[CH:39]([NH:38][C:34]1[CH:33]=[C:32]([CH:37]=[CH:36][CH:35]=1)[C:29]([NH2:30])=[O:31])[C:43]1[CH:48]=[CH:47][C:46]([CH2:49][CH2:50][OH:51])=[C:45]([CH2:52][CH3:53])[CH:44]=1. The catalyst class is: 25. (4) Reactant: [C:1]([C:5]1[CH:9]=[C:8]([NH:10][C:11](=[O:36])[NH:12][C:13]2[C:22]3[C:17](=[CH:18][CH:19]=[CH:20][CH:21]=3)[C:16]([O:23][CH2:24][C:25]3[CH:30]=[CH:29][N:28]=[C:27]([NH:31][C:32](=[O:35])[CH2:33]Cl)[CH:26]=3)=[CH:15][CH:14]=2)[N:7]([C:37]2[CH:42]=[CH:41][C:40]([CH3:43])=[CH:39][CH:38]=2)[N:6]=1)([CH3:4])([CH3:3])[CH3:2].CCN(C(C)C)C(C)C.[CH3:53][O:54][C:55]1[CH:63]=[CH:62][C:58]([CH2:59][NH:60][CH3:61])=[CH:57][CH:56]=1. Product: [C:1]([C:5]1[CH:9]=[C:8]([NH:10][C:11](=[O:36])[NH:12][C:13]2[C:22]3[C:17](=[CH:18][CH:19]=[CH:20][CH:21]=3)[C:16]([O:23][CH2:24][C:25]3[CH:30]=[CH:29][N:28]=[C:27]([NH:31][C:32](=[O:35])[CH2:33][N:60]([CH2:59][C:58]4[CH:62]=[CH:63][C:55]([O:54][CH3:53])=[CH:56][CH:57]=4)[CH3:61])[CH:26]=3)=[CH:15][CH:14]=2)[N:7]([C:37]2[CH:42]=[CH:41][C:40]([CH3:43])=[CH:39][CH:38]=2)[N:6]=1)([CH3:4])([CH3:3])[CH3:2]. The catalyst class is: 59.